Dataset: Forward reaction prediction with 1.9M reactions from USPTO patents (1976-2016). Task: Predict the product of the given reaction. (1) The product is: [OH:16][C:15]([C:2]1[CH:7]=[CH:6][C:5]([Sn:22]([CH2:23][CH2:24][CH2:25][CH3:26])([CH2:27][CH2:28][CH2:29][CH3:30])[CH2:18][CH2:19][CH2:20][CH3:21])=[CH:4][N:3]=1)([CH3:17])[CH3:14]. Given the reactants Br[C:2]1[CH:7]=[CH:6][C:5](Br)=[CH:4][N:3]=1.C([Li])CCC.[CH3:14][C:15]([CH3:17])=[O:16].[CH2:18]([Sn:22](Cl)([CH2:27][CH2:28][CH2:29][CH3:30])[CH2:23][CH2:24][CH2:25][CH3:26])[CH2:19][CH2:20][CH3:21], predict the reaction product. (2) Given the reactants [NH2:1][C:2]1[CH:7]=[CH:6][C:5]([N:8]2[CH2:13][CH2:12][O:11][CH2:10][C:9]2=[O:14])=[CH:4][C:3]=1[F:15].[Cl:16][C:17]1[CH:18]=[CH:19][C:20]([NH:23][C:24]([C:26]2[C:27]([C:32](O)=[O:33])=[N:28][CH:29]=[CH:30][N:31]=2)=[O:25])=[N:21][CH:22]=1, predict the reaction product. The product is: [Cl:16][C:17]1[CH:18]=[CH:19][C:20]([NH:23][C:24]([C:26]2[C:27]([C:32]([NH:1][C:2]3[CH:7]=[CH:6][C:5]([N:8]4[CH2:13][CH2:12][O:11][CH2:10][C:9]4=[O:14])=[CH:4][C:3]=3[F:15])=[O:33])=[N:28][CH:29]=[CH:30][N:31]=2)=[O:25])=[N:21][CH:22]=1. (3) Given the reactants [Cl:1][C:2]1[N:7]=[C:6]([C:8]([OH:10])=O)[CH:5]=[N:4][CH:3]=1.[CH3:11][NH:12][CH3:13].CN(C(ON1N=NC2C=CC=NC1=2)=[N+](C)C)C.F[P-](F)(F)(F)(F)F.CCN(C(C)C)C(C)C, predict the reaction product. The product is: [Cl:1][C:2]1[N:7]=[C:6]([C:8]([N:12]([CH3:13])[CH3:11])=[O:10])[CH:5]=[N:4][CH:3]=1. (4) Given the reactants C(OC([N:8]1[CH2:13][CH2:12][CH:11]([NH:14][CH2:15][C:16]2[CH:21]=[C:20]([N+:22]([O-:24])=[O:23])[CH:19]=[CH:18][C:17]=2[OH:25])[CH2:10][CH2:9]1)=O)(C)(C)C.Cl, predict the reaction product. The product is: [N+:22]([C:20]1[CH:19]=[CH:18][C:17]([OH:25])=[C:16]([CH2:15][NH:14][CH:11]2[CH2:10][CH2:9][NH:8][CH2:13][CH2:12]2)[CH:21]=1)([O-:24])=[O:23].